From a dataset of Full USPTO retrosynthesis dataset with 1.9M reactions from patents (1976-2016). Predict the reactants needed to synthesize the given product. (1) Given the product [NH2:18][CH2:19][C@@:20]1([CH2:28][C:29]([OH:31])=[O:30])[CH2:26][C@H:25]2[C@@H:21]1[CH:22]=[C:23]([CH3:27])[CH2:24]2, predict the reactants needed to synthesize it. The reactants are: C1(S(O)(=O)=O)C=CC=CC=1.C(OC([NH:18][CH2:19][C@@:20]1([CH2:28][C:29]([OH:31])=[O:30])[CH2:26][C@H:25]2[C@@H:21]1[CH:22]=[C:23]([CH3:27])[CH2:24]2)=O)(C)(C)C.C(N(CC)CC)C. (2) Given the product [CH:16]1([C:14]2[N:13]([CH:10]3[CH2:12][CH2:11]3)[C:28]([C:27]([CH3:32])([C:33]3[S:34][CH:35]=[CH:36][CH:37]=3)[CH3:26])=[N:30][N:31]=2)[CH2:18][CH2:17]1, predict the reactants needed to synthesize it. The reactants are: FC(F)(F)S(OC)(=O)=O.[CH:10]1([NH:13][C:14]([CH:16]2[CH2:18][CH2:17]2)=O)[CH2:12][CH2:11]1.C1(C)C=CC=CC=1.[CH3:26][C:27]([C:33]1[S:34][CH:35]=[CH:36][CH:37]=1)([CH3:32])[C:28]([NH:30][NH2:31])=O. (3) The reactants are: [CH2:1]([C@H:8]1[CH2:12][O:11][C:10](=[O:13])[N:9]1[C:14](=[O:32])[CH2:15][C@@H:16]([C:22]1[CH:27]=[CH:26][C:25]([O:28][CH2:29][CH2:30]Br)=[CH:24][CH:23]=1)[C:17]1[CH:21]=[CH:20][O:19][N:18]=1)[C:2]1[CH:7]=[CH:6][CH:5]=[CH:4][CH:3]=1.C(=O)([O-])[O-].[Cs+].[Cs+].[F:39][C:40]([F:49])([F:48])[C:41]1[CH:46]=[CH:45][C:44]([OH:47])=[CH:43][CH:42]=1. Given the product [CH2:1]([C@H:8]1[CH2:12][O:11][C:10](=[O:13])[N:9]1[C:14](=[O:32])[CH2:15][C@H:16]([C:17]1[CH:21]=[CH:20][O:19][N:18]=1)[C:22]1[CH:27]=[CH:26][C:25]([O:28][CH2:29][CH2:30][O:47][C:44]2[CH:45]=[CH:46][C:41]([C:40]([F:39])([F:48])[F:49])=[CH:42][CH:43]=2)=[CH:24][CH:23]=1)[C:2]1[CH:7]=[CH:6][CH:5]=[CH:4][CH:3]=1, predict the reactants needed to synthesize it. (4) Given the product [F:1][C:2]1[CH:3]=[C:4]([C:5]([C:55]2[N:56]([CH3:57])[CH:52]=[CH:53][N:54]=2)=[O:6])[CH:11]=[CH:12][N:13]=1, predict the reactants needed to synthesize it. The reactants are: [F:1][C:2]1[CH:3]=[C:4]([CH:11]=[CH:12][N:13]=1)[C:5](N(OC)C)=[O:6].CON(C)C(=O)C1C=CN=CC=1.ClC1C(C2C=CC=CC=2)=C(Cl)C2C(=CC=C(C([C:52]3[N:56]([CH3:57])[CH:55]=[N:54][CH:53]=3)(C3C=CN=CC=3)O)C=2)N=1.